Dataset: Full USPTO retrosynthesis dataset with 1.9M reactions from patents (1976-2016). Task: Predict the reactants needed to synthesize the given product. (1) Given the product [CH2:3]([CH:20]([CH2:19][CH2:18][CH2:17][CH:16]([CH3:29])[CH2:15][CH2:14][CH2:13][CH2:12][CH2:24][CH2:25][CH3:26])[C:21]([OH:23])=[O:22])[CH2:2][CH3:4], predict the reactants needed to synthesize it. The reactants are: Br[CH:2]([CH2:4]CCCCCC)[CH3:3].C[CH:12]([CH2:24][CH2:25][CH3:26])[CH2:13][CH2:14][CH2:15][CH2:16][CH2:17][CH2:18][CH2:19][CH2:20][C:21]([OH:23])=[O:22].C=O.[CH2:29](Br)CC. (2) Given the product [OH:4][C@@H:5]1[CH2:10][CH2:9][CH2:8][C@H:7]([CH2:11][O:12][C:32]([CH3:33])([CH3:34])[C:21]([O:23][C:25]([CH3:27])([CH3:36])[CH3:24])=[O:22])[CH2:6]1, predict the reactants needed to synthesize it. The reactants are: COC[O:4][C@@H:5]1[CH2:10][CH2:9][CH2:8][C@H:7]([CH2:11][O:12]CC(OC(C)(C)C)=O)[CH2:6]1.[C:21](=[O:23])=[O:22].[CH3:24][C:25]([CH3:27])=O.C([N-][CH:32]([CH3:34])[CH3:33])(C)C.[Li+].[CH3:36]I.Cl. (3) Given the product [CH3:12][O:13][C:14]1[CH:19]=[CH:18][CH:17]=[CH:16][C:15]=1[N:20]1[C:28](=[O:29])[C:27]2[C:22](=[N:23][C:24]([S:30]([CH3:31])=[O:9])=[N:25][CH:26]=2)[N:21]1[CH3:32], predict the reactants needed to synthesize it. The reactants are: ClC1C=CC=C(C(OO)=[O:9])C=1.[CH3:12][O:13][C:14]1[CH:19]=[CH:18][CH:17]=[CH:16][C:15]=1[N:20]1[C:28](=[O:29])[C:27]2[C:22](=[N:23][C:24]([S:30][CH3:31])=[N:25][CH:26]=2)[N:21]1[CH3:32].C(=O)([O-])O.[Na+]. (4) Given the product [Cl:1][C:2]1[CH:3]=[C:4]([N:10]([CH2:15][C:16]([F:19])([F:18])[F:17])[CH2:11][C:12]([NH:22][CH2:20][CH3:21])=[O:14])[CH:5]=[CH:6][C:7]=1[C:8]#[N:9], predict the reactants needed to synthesize it. The reactants are: [Cl:1][C:2]1[CH:3]=[C:4]([N:10]([CH2:15][C:16]([F:19])([F:18])[F:17])[CH2:11][C:12]([OH:14])=O)[CH:5]=[CH:6][C:7]=1[C:8]#[N:9].[CH2:20]([NH2:22])[CH3:21]. (5) Given the product [I-:1].[CH2:27]([N:29]([CH3:33])[C:30]([O:2][C:3]1[CH:4]=[C:5]([C@@H:9]([N+:11]([CH3:21])([CH3:20])[C@H:12]([C:14]2[CH:19]=[CH:18][CH:17]=[CH:16][CH:15]=2)[CH3:13])[CH3:10])[CH:6]=[CH:7][CH:8]=1)=[O:31])[CH3:28], predict the reactants needed to synthesize it. The reactants are: [I-:1].[OH:2][C:3]1[CH:4]=[C:5]([C@@H:9]([N+:11]([CH3:21])([CH3:20])[C@H:12]([C:14]2[CH:19]=[CH:18][CH:17]=[CH:16][CH:15]=2)[CH3:13])[CH3:10])[CH:6]=[CH:7][CH:8]=1.C(#N)C.[OH-].[K+].[CH2:27]([N:29]([CH3:33])[C:30](Cl)=[O:31])[CH3:28].